Task: Predict the product of the given reaction.. Dataset: Forward reaction prediction with 1.9M reactions from USPTO patents (1976-2016) (1) Given the reactants C(=O)([O-])[O-].[K+].[K+].[CH3:7][N:8]([CH3:33])[C:9]([CH3:32])([CH3:31])[CH2:10][O:11][C:12]1[CH:21]=[CH:20][CH:19]=[C:18]2[C:13]=1[C:14]([NH:22][C:23]1[CH:28]=[CH:27][C:26]([OH:29])=[C:25]([CH3:30])[CH:24]=1)=[N:15][CH:16]=[N:17]2.C1OCCOCCOCCOCCOCCOC1.Cl.Cl[CH2:54][C:55]1[N:56]=[CH:57][S:58][CH:59]=1, predict the reaction product. The product is: [CH3:7][N:8]([CH3:33])[C:9]([CH3:31])([CH3:32])[CH2:10][O:11][C:12]1[CH:21]=[CH:20][CH:19]=[C:18]2[C:13]=1[C:14]([NH:22][C:23]1[CH:28]=[CH:27][C:26]([O:29][CH2:54][C:55]3[N:56]=[CH:57][S:58][CH:59]=3)=[C:25]([CH3:30])[CH:24]=1)=[N:15][CH:16]=[N:17]2. (2) Given the reactants [NH2:1][C:2]1[N:7]2[N:8]=[CH:9][C:10]([C:11]3[CH:12]=[N:13][C:14]([C:17]4[CH:22]=[CH:21][CH:20]=[CH:19][CH:18]=4)=[CH:15][CH:16]=3)=[C:6]2[N:5]=[C:4]2[C:23](=O)[CH2:24][CH2:25][C:3]=12.[O:27]1[CH2:32][CH2:31][CH:30]([NH2:33])[CH2:29][CH2:28]1.CC(O)=O.[BH3-]C#N.[Na+], predict the reaction product. The product is: [C:17]1([C:14]2[N:13]=[CH:12][C:11]([C:10]3[CH:9]=[N:8][N:7]4[C:2]([NH2:1])=[C:3]5[CH2:25][CH2:24][CH:23]([NH:33][CH:30]6[CH2:31][CH2:32][O:27][CH2:28][CH2:29]6)[C:4]5=[N:5][C:6]=34)=[CH:16][CH:15]=2)[CH:18]=[CH:19][CH:20]=[CH:21][CH:22]=1. (3) Given the reactants FC1C=C(C=C(C(N[C:26]([C:28]2[N:29](C)[C:30]3[C:35]([C:36]=2[CH3:37])=[CH:34][C:33]([F:38])=[CH:32][CH:31]=3)=[O:27])C)C=1)OC1C=CC(OC(C)(C)C(O)=O)=C(C)C=1.[NH2:40][C@@H:41]([C:43]1[CH:44]=[C:45]([CH:60]=[C:61]([CH3:63])[CH:62]=1)[O:46][C:47]1[CH:52]=[CH:51][C:50]([CH2:53][CH2:54][C:55]([OH:57])=[O:56])=[C:49]([CH2:58][CH3:59])[CH:48]=1)[CH3:42], predict the reaction product. The product is: [CH2:58]([C:49]1[CH:48]=[C:47]([O:46][C:45]2[CH:60]=[C:61]([CH3:63])[CH:62]=[C:43]([C@H:41]([NH:40][C:26]([C:28]3[NH:29][C:30]4[C:35]([C:36]=3[CH3:37])=[CH:34][C:33]([F:38])=[CH:32][CH:31]=4)=[O:27])[CH3:42])[CH:44]=2)[CH:52]=[CH:51][C:50]=1[CH2:53][CH2:54][C:55]([OH:57])=[O:56])[CH3:59]. (4) Given the reactants COC1C=CC(CN2CCN(CC3N=CC([NH:21][C:22]([C:24]4[CH:25]=[CH:26][C:27]([C:34]5[C:39]([Cl:40])=[C:38]([O:41][CH3:42])[CH:37]=[C:36]([O:43][CH3:44])[C:35]=5[Cl:45])=[C:28]5[C:33]=4[N:32]=[CH:31][CH:30]=[CH:29]5)=[O:23])=CC=3)CC2)=CC=1.N[C:49]1[N:54]=[CH:53][C:52]([CH2:55][N:56]([CH3:62])[CH2:57][CH2:58][N:59]([CH3:61])[CH3:60])=[CH:51][CH:50]=1, predict the reaction product. The product is: [CH3:60][N:59]([CH3:61])[CH2:58][CH2:57][N:56]([CH2:55][C:52]1[CH:51]=[CH:50][C:49]([NH:21][C:22]([C:24]2[CH:25]=[CH:26][C:27]([C:34]3[C:39]([Cl:40])=[C:38]([O:41][CH3:42])[CH:37]=[C:36]([O:43][CH3:44])[C:35]=3[Cl:45])=[C:28]3[C:33]=2[N:32]=[CH:31][CH:30]=[CH:29]3)=[O:23])=[N:54][CH:53]=1)[CH3:62]. (5) Given the reactants C([N:8]1[CH2:21][CH2:20][C:19]2[C:18]3[C:13](=[CH:14][CH:15]=[C:16]4[O:25][C:24]([CH3:27])([CH3:26])[CH:23]=[CH:22][C:17]4=3)[NH:12][C:11]=2[CH2:10][CH2:9]1)C1C=CC=CC=1.[ClH:28], predict the reaction product. The product is: [ClH:28].[CH3:26][C:24]1([CH3:27])[O:25][C:16]2[C:17](=[C:18]3[C:13](=[CH:14][CH:15]=2)[NH:12][C:11]2[CH2:10][CH2:9][NH:8][CH2:21][CH2:20][C:19]3=2)[CH2:22][CH2:23]1. (6) Given the reactants [Cl:1][C:2]1[CH:3]=[C:4]([NH:17][C:18]2[C:19]3[N:26]([CH2:27][C:28]4[CH:37]=[CH:36][C:31]([C:32]([O:34]C)=[O:33])=[CH:30][CH:29]=4)[N:25]=[CH:24][C:20]=3[N:21]=[CH:22][N:23]=2)[CH:5]=[CH:6][C:7]=1[O:8][CH2:9][C:10]1[CH:15]=[CH:14][CH:13]=[C:12]([F:16])[CH:11]=1.O1CCCC1.CO.[OH-].[Na+].Cl, predict the reaction product. The product is: [Cl:1][C:2]1[CH:3]=[C:4]([NH:17][C:18]2[C:19]3[N:26]([CH2:27][C:28]4[CH:29]=[CH:30][C:31]([C:32]([OH:34])=[O:33])=[CH:36][CH:37]=4)[N:25]=[CH:24][C:20]=3[N:21]=[CH:22][N:23]=2)[CH:5]=[CH:6][C:7]=1[O:8][CH2:9][C:10]1[CH:15]=[CH:14][CH:13]=[C:12]([F:16])[CH:11]=1.